This data is from Retrosynthesis with 50K atom-mapped reactions and 10 reaction types from USPTO. The task is: Predict the reactants needed to synthesize the given product. (1) Given the product COc1cc([C@@H](C)N[C@H]2CC[C@@H](c3ccc(OCC(=O)N4CCN(CCO)CC4)cc3)C2)ccc1F, predict the reactants needed to synthesize it. The reactants are: COc1cc([C@@H](C)N[C@H]2CC[C@@H](c3ccc(OCC(=O)O)cc3)C2)ccc1F.OCCN1CCNCC1. (2) Given the product CC(O)Cn1cnc2c(N)ncnc21, predict the reactants needed to synthesize it. The reactants are: CC(O)Cn1cnc2c(Cl)ncnc21.[NH4+]. (3) Given the product CC(C)CCC[C@@H](C)[C@H]1CC[C@H]2[C@@H]3CC=C4C[C@H](N)CC[C@]4(C)[C@H]3CC[C@@]21C, predict the reactants needed to synthesize it. The reactants are: CC(C)CCC[C@@H](C)[C@H]1CC[C@H]2[C@@H]3CC=C4C[C@H](N=[N+]=[N-])CC[C@]4(C)[C@H]3CC[C@@]21C. (4) Given the product COc1cnc(-c2ccc(NC(=O)Oc3ccccc3)cc2)nc1N1CCOCC1, predict the reactants needed to synthesize it. The reactants are: COc1cnc(-c2ccc(N)cc2)nc1N1CCOCC1.O=C(Cl)Oc1ccccc1. (5) Given the product Cc1c(N)nc(Cl)nc1Cl, predict the reactants needed to synthesize it. The reactants are: Cc1c(Cl)nc(Cl)nc1Cl.N. (6) The reactants are: CCOC(=O)CCl.Cc1cc(O)cc(C)c1C=O. Given the product CCOC(=O)COc1cc(C)c(C=O)c(C)c1, predict the reactants needed to synthesize it. (7) Given the product CN(c1ncc(-c2ccc(C(F)(F)F)cc2)o1)c1cccc2c1CC(O[Si](C)(C)C(C)(C)C)CC2, predict the reactants needed to synthesize it. The reactants are: CC(C)(C)[Si](C)(C)OC1CCc2cccc(Nc3ncc(-c4ccc(C(F)(F)F)cc4)o3)c2C1.CI. (8) Given the product Cn1cc(-c2ccc(F)cc2)c(C(=O)N2CCCCC2Cc2cc3ncccc3o2)n1, predict the reactants needed to synthesize it. The reactants are: Cn1cc(-c2ccc(F)cc2)c(C(=O)O)n1.c1cnc2cc(CC3CCCCN3)oc2c1.